Task: Regression. Given two drug SMILES strings and cell line genomic features, predict the synergy score measuring deviation from expected non-interaction effect.. Dataset: NCI-60 drug combinations with 297,098 pairs across 59 cell lines (1) Drug 1: CCC1(CC2CC(C3=C(CCN(C2)C1)C4=CC=CC=C4N3)(C5=C(C=C6C(=C5)C78CCN9C7C(C=CC9)(C(C(C8N6C)(C(=O)OC)O)OC(=O)C)CC)OC)C(=O)OC)O.OS(=O)(=O)O. Drug 2: COC1=C2C(=CC3=C1OC=C3)C=CC(=O)O2. Cell line: HCT116. Synergy scores: CSS=-0.276, Synergy_ZIP=-2.22, Synergy_Bliss=-4.38, Synergy_Loewe=-4.69, Synergy_HSA=-5.35. (2) Drug 1: COC1=NC(=NC2=C1N=CN2C3C(C(C(O3)CO)O)O)N. Drug 2: CC1CCC2CC(C(=CC=CC=CC(CC(C(=O)C(C(C(=CC(C(=O)CC(OC(=O)C3CCCCN3C(=O)C(=O)C1(O2)O)C(C)CC4CCC(C(C4)OC)OCCO)C)C)O)OC)C)C)C)OC. Cell line: SF-295. Synergy scores: CSS=4.11, Synergy_ZIP=-0.0483, Synergy_Bliss=-1.41, Synergy_Loewe=-10.2, Synergy_HSA=-3.58.